The task is: Binary Classification. Given a miRNA mature sequence and a target amino acid sequence, predict their likelihood of interaction.. This data is from Experimentally validated miRNA-target interactions with 360,000+ pairs, plus equal number of negative samples. The miRNA is hsa-miR-6882-3p with sequence UGCUGCCUCUCCUCUUGCCUGCAG. The protein sequence of the target gene is MFACSKFVSTPSLVKSTSQLLSRPLSAVVLKRPEILTDESLSSLAVSCPLTSLVSSRSFQTSAISRDIDTAAKFIGAGAATVGVAGSGAGIGTVFGSLIIGYARNPSLKQQLFSYAILGFALSEAMGLFCLMVAFLILFAM. Result: 0 (no interaction).